From a dataset of Peptide-MHC class I binding affinity with 185,985 pairs from IEDB/IMGT. Regression. Given a peptide amino acid sequence and an MHC pseudo amino acid sequence, predict their binding affinity value. This is MHC class I binding data. (1) The peptide sequence is LPPVVPPLI. The MHC is HLA-A69:01 with pseudo-sequence HLA-A69:01. The binding affinity (normalized) is 0.0847. (2) The binding affinity (normalized) is 0.0847. The MHC is HLA-B18:01 with pseudo-sequence HLA-B18:01. The peptide sequence is RENQVAVVR. (3) The peptide sequence is EDDDLVGVS. The MHC is Mamu-B8701 with pseudo-sequence Mamu-B8701. The binding affinity (normalized) is 0. (4) The peptide sequence is ETSFIRNCARK. The MHC is Mamu-A01 with pseudo-sequence Mamu-A01. The binding affinity (normalized) is 0.573. (5) The peptide sequence is LAALFMYYAK. The MHC is HLA-A11:01 with pseudo-sequence HLA-A11:01. The binding affinity (normalized) is 0.838. (6) The peptide sequence is EPSKGWNDW. The MHC is HLA-B53:01 with pseudo-sequence HLA-B53:01. The binding affinity (normalized) is 0.352.